Task: Predict the reactants needed to synthesize the given product.. Dataset: Full USPTO retrosynthesis dataset with 1.9M reactions from patents (1976-2016) (1) Given the product [NH2:1][C:4]1[CH:20]=[CH:19][C:7]2[CH2:8][CH2:9][N:10]([C:13](=[O:18])[C:14]([F:17])([F:15])[F:16])[CH2:11][CH2:12][C:6]=2[CH:5]=1, predict the reactants needed to synthesize it. The reactants are: [N+:1]([C:4]1[CH:20]=[CH:19][C:7]2[CH2:8][CH2:9][N:10]([C:13](=[O:18])[C:14]([F:17])([F:16])[F:15])[CH2:11][CH2:12][C:6]=2[CH:5]=1)([O-])=O.[H][H]. (2) Given the product [Cl-:1].[Cr+3:2].[NH:3]1[C:7]2[CH:8]=[CH:9][CH:10]=[CH:11][C:6]=2[N:5]=[C:4]1[CH2:12][N:13]([CH2:14][C:15]1[NH:16][C:17]2[CH:23]=[CH:22][CH:21]=[CH:20][C:18]=2[N:19]=1)[CH:6]1[CH2:11][CH2:10][CH2:9][CH2:8][CH2:7]1.[Cl-:1].[Cl-:1], predict the reactants needed to synthesize it. The reactants are: [Cl-:1].[Cr+3:2].[NH:3]1[C:7]2[CH:8]=[CH:9][CH:10]=[CH:11][C:6]=2[N:5]=[C:4]1[CH2:12][NH:13][CH2:14][C:15]1[NH:19][C:18]2[CH:20]=[CH:21][CH:22]=[CH:23][C:17]=2[N:16]=1.[Cl-].[Cl-].[K+].[Br-]. (3) Given the product [F:1][C:2]1[CH:24]=[CH:23][CH:22]=[C:21]([C:25]([F:28])([F:27])[F:26])[C:3]=1[C:4]([NH:6][C:7]1[S:8][C:9]2[CH:10]3[O:20][CH:13]([CH2:14][C:15]=2[C:16]=1[C:17]([N:30]([CH3:31])[CH3:29])=[O:18])[CH2:12][CH2:11]3)=[O:5], predict the reactants needed to synthesize it. The reactants are: [F:1][C:2]1[CH:24]=[CH:23][CH:22]=[C:21]([C:25]([F:28])([F:27])[F:26])[C:3]=1[C:4]([NH:6][C:7]1[S:8][C:9]2[CH:10]3[O:20][CH:13]([CH2:14][C:15]=2[C:16]=1[C:17](O)=[O:18])[CH2:12][CH2:11]3)=[O:5].[CH3:29][NH:30][CH3:31].N. (4) Given the product [Cl:7][C:8]1[CH:9]=[C:10]([O:27][CH3:28])[N:11]=[CH:12][C:13]=1[C:14]1[N:15]([CH2:4][CH2:3][OH:2])[CH:16]=[C:17]([C:19]2[N:20]([CH:24]([CH3:25])[CH3:26])[N:21]=[CH:22][N:23]=2)[N:18]=1, predict the reactants needed to synthesize it. The reactants are: C1(=O)O[CH2:4][CH2:3][O:2]1.[Cl:7][C:8]1[C:13]([C:14]2[NH:15][CH:16]=[C:17]([C:19]3[N:20]([CH:24]([CH3:26])[CH3:25])[N:21]=[CH:22][N:23]=3)[N:18]=2)=[CH:12][N:11]=[C:10]([O:27][CH3:28])[CH:9]=1. (5) Given the product [Br:8][C:22]1[C:17]([F:16])=[CH:18][C:19]([NH2:23])=[N:20][CH:21]=1, predict the reactants needed to synthesize it. The reactants are: C1C(=O)N([Br:8])C(=O)C1.OC(C(F)(F)F)=O.[F:16][C:17]1[CH:22]=[CH:21][N:20]=[C:19]([NH2:23])[CH:18]=1.